From a dataset of Forward reaction prediction with 1.9M reactions from USPTO patents (1976-2016). Predict the product of the given reaction. (1) Given the reactants [Cl:1][C:2]1[CH:3]=[CH:4][C:5]([CH2:8][O:9][C:10]2[CH:15]=[CH:14][N:13]([C:16]3[CH:17]=[N:18][C:19](F)=[CH:20][CH:21]=3)[C:12](=[O:23])[CH:11]=2)=[N:6][CH:7]=1.[CH3:24][N:25]([CH3:32])[CH:26]1[CH2:31][CH2:30][CH2:29][NH:28][CH2:27]1.C([O-])([O-])=O.[K+].[K+], predict the reaction product. The product is: [Cl:1][C:2]1[CH:3]=[CH:4][C:5]([CH2:8][O:9][C:10]2[CH:15]=[CH:14][N:13]([C:16]3[CH:17]=[N:18][C:19]([N:28]4[CH2:29][CH2:30][CH2:31][CH:26]([N:25]([CH3:32])[CH3:24])[CH2:27]4)=[CH:20][CH:21]=3)[C:12](=[O:23])[CH:11]=2)=[N:6][CH:7]=1. (2) Given the reactants [CH3:1][O:2][C:3]1[CH:8]=[CH:7][C:6]([C@@H:9]([NH:11][C@@H:12]2[C:21]3[N:20]=[CH:19][CH:18]=[CH:17][C:16]=3[CH2:15][CH2:14][CH2:13]2)[CH3:10])=[CH:5][CH:4]=1.[CH3:22][N:23]1[CH2:28][CH2:27][N:26]([C:29]2[C:37]3[N:36]=[C:35]([CH:38]=O)[NH:34][C:33]=3[CH:32]=[CH:31][CH:30]=2)[CH2:25][CH2:24]1.C(O)(=O)C.C(O[BH-](OC(=O)C)OC(=O)C)(=O)C.[Na+], predict the reaction product. The product is: [CH3:1][O:2][C:3]1[CH:4]=[CH:5][C:6]([C@@H:9]([N:11]([CH2:38][C:35]2[NH:34][C:33]3[CH:32]=[CH:31][CH:30]=[C:29]([N:26]4[CH2:25][CH2:24][N:23]([CH3:22])[CH2:28][CH2:27]4)[C:37]=3[N:36]=2)[C@@H:12]2[C:21]3[N:20]=[CH:19][CH:18]=[CH:17][C:16]=3[CH2:15][CH2:14][CH2:13]2)[CH3:10])=[CH:7][CH:8]=1. (3) The product is: [Br:1][C:2]1[CH:17]=[CH:16][C:5]([C:6]([NH:8][CH:9]([NH:29][C:28]2[CH:30]=[CH:31][C:25]([Cl:24])=[CH:26][CH:27]=2)[C:10]([Cl:14])([Cl:13])[CH2:11][CH3:12])=[O:7])=[CH:4][CH:3]=1. Given the reactants [Br:1][C:2]1[CH:17]=[CH:16][C:5]([C:6]([NH:8][CH:9](O)[C:10]([Cl:14])([Cl:13])[CH2:11][CH3:12])=[O:7])=[CH:4][CH:3]=1.P(Cl)(Cl)(Cl)(Cl)Cl.[Cl:24][C:25]1[CH:31]=[CH:30][C:28]([NH2:29])=[CH:27][CH:26]=1, predict the reaction product.